Dataset: Full USPTO retrosynthesis dataset with 1.9M reactions from patents (1976-2016). Task: Predict the reactants needed to synthesize the given product. (1) Given the product [Cl:1][C:2]1[N:3]=[CH:4][C:5]([N:10]2[CH2:20][CH2:19][CH:13]([C:14]([OH:16])=[O:15])[CH2:12][CH2:11]2)=[N:6][C:7]=1[CH3:8], predict the reactants needed to synthesize it. The reactants are: [Cl:1][C:2]1[C:7]([CH3:8])=[N:6][C:5](Cl)=[CH:4][N:3]=1.[NH:10]1[CH2:20][CH2:19][CH:13]([C:14]([O:16]CC)=[O:15])[CH2:12][CH2:11]1.C(N(CC)CC)C.[OH-].[Li+]. (2) Given the product [CH:1]1([CH:6]([C:14]2[CH:19]=[CH:18][C:17]([CH2:20][N:21]3[C:22](=[O:31])[C:23]4[C:28](=[CH:27][CH:26]=[CH:25][CH:24]=4)[C:29]3=[O:30])=[CH:16][CH:15]=2)[C:7]([OH:9])=[O:8])[CH2:2][CH2:3][CH2:4][CH2:5]1, predict the reactants needed to synthesize it. The reactants are: [CH:1]1([CH:6]([C:14]2[CH:19]=[CH:18][C:17]([CH2:20][N:21]3[C:29](=[O:30])[C:28]4[C:23](=[CH:24][CH:25]=[CH:26][CH:27]=4)[C:22]3=[O:31])=[CH:16][CH:15]=2)[C:7]([O:9]C(C)(C)C)=[O:8])[CH2:5][CH2:4][CH2:3][CH2:2]1.FC(F)(F)C(O)=O.O. (3) Given the product [NH2:21][C@H:18]1[CH2:19][CH2:20][C@H:15]([NH:14][C:13]2[C:12]3[C:7](=[CH:8][CH:9]=[C:10]([C:29]4[CH:34]=[C:33]([O:35][CH3:36])[C:32]([OH:37])=[C:31]([Cl:38])[CH:30]=4)[CH:11]=3)[N:6]=[CH:5][C:4]=2[C:1](=[O:3])[CH3:2])[CH2:16][CH2:17]1, predict the reactants needed to synthesize it. The reactants are: [C:1]([C:4]1[CH:5]=[N:6][C:7]2[C:12]([C:13]=1[NH:14][C@H:15]1[CH2:20][CH2:19][C@H:18]([NH:21]C(=O)OC(C)(C)C)[CH2:17][CH2:16]1)=[CH:11][C:10]([C:29]1[CH:34]=[C:33]([O:35][CH3:36])[C:32]([OH:37])=[C:31]([Cl:38])[CH:30]=1)=[CH:9][CH:8]=2)(=[O:3])[CH3:2].C(O)(C(F)(F)F)=O. (4) The reactants are: [O:1]1[CH2:4][CH:3]([CH:5]2[C:14]3[C:9](=[CH:10][CH:11]=[CH:12][CH:13]=3)[N:8]([CH2:15][C:16]([NH2:18])=O)[CH2:7][CH2:6]2)[CH2:2]1.[H-].[Al+3].[Li+].[H-].[H-].[H-].[OH-].[Na+].[O-]S([O-])(=O)=O.[Mg+2]. Given the product [O:1]1[CH2:4][CH:3]([CH:5]2[C:14]3[C:9](=[CH:10][CH:11]=[CH:12][CH:13]=3)[N:8]([CH2:15][CH2:16][NH2:18])[CH2:7][CH2:6]2)[CH2:2]1, predict the reactants needed to synthesize it.